The task is: Predict the product of the given reaction.. This data is from Forward reaction prediction with 1.9M reactions from USPTO patents (1976-2016). (1) Given the reactants [Cu]([C:4]#[N:5])C#N.Br[C:7]1[CH:8]=[CH:9][C:10]([O:13][CH3:14])=[N:11][CH:12]=1, predict the reaction product. The product is: [CH3:14][O:13][C:10]1[CH:9]=[CH:8][C:7]([C:4]#[N:5])=[CH:12][N:11]=1. (2) Given the reactants [F:1][C:2]([F:11])([F:10])[C:3]1[N:8]=[CH:7][C:6]([NH2:9])=[CH:5][CH:4]=1.[N:12]([O-])=O.[Na+].O.O.[Sn](Cl)Cl.[OH-].[Na+], predict the reaction product. The product is: [F:11][C:2]([F:1])([F:10])[C:3]1[N:8]=[CH:7][C:6]([NH:9][NH2:12])=[CH:5][CH:4]=1. (3) Given the reactants [ClH:1].[CH2:2]([O:4][CH2:5][C@@H:6]1[CH2:11][CH2:10][CH2:9][N:8]([CH2:12][C@H:13]2[CH2:18][CH2:17][CH2:16][CH2:15][C@@H:14]2[NH:19][C:20]([C:22]2[CH:36]=[CH:35][C:25]([CH2:26][NH:27]C(=O)OC(C)(C)C)=[CH:24][CH:23]=2)=[O:21])[CH2:7]1)[CH3:3], predict the reaction product. The product is: [ClH:1].[NH2:27][CH2:26][C:25]1[CH:24]=[CH:23][C:22]([C:20]([NH:19][C@H:14]2[CH2:15][CH2:16][CH2:17][CH2:18][C@@H:13]2[CH2:12][N:8]2[CH2:9][CH2:10][CH2:11][C@@H:6]([CH2:5][O:4][CH2:2][CH3:3])[CH2:7]2)=[O:21])=[CH:36][CH:35]=1. (4) Given the reactants [CH3:1][O:2][CH2:3][CH2:4][O:5][CH2:6][C:7]1[N:12]=[CH:11][C:10]([O:13][C:14]2[CH:15]=[C:16]3[C:20](=[C:21]([O:23][CH:24]4[CH2:29][CH2:28][O:27][CH2:26][CH2:25]4)[CH:22]=2)[NH:19][C:18]([C:30]2[S:31][CH:32]([CH2:35][C:36](O)=[O:37])[CH2:33][N:34]=2)=[CH:17]3)=[CH:9][CH:8]=1.O.O[N:41]1[C:45]2C=CC=CC=2N=N1.Cl.C(N=C=NCCCN(C)C)C.Cl.CN, predict the reaction product. The product is: [CH3:1][O:2][CH2:3][CH2:4][O:5][CH2:6][C:7]1[N:12]=[CH:11][C:10]([O:13][C:14]2[CH:15]=[C:16]3[C:20](=[C:21]([O:23][CH:24]4[CH2:29][CH2:28][O:27][CH2:26][CH2:25]4)[CH:22]=2)[NH:19][C:18]([C:30]2[S:31][CH:32]([CH2:35][C:36]([NH:41][CH3:45])=[O:37])[CH2:33][N:34]=2)=[CH:17]3)=[CH:9][CH:8]=1.